Dataset: NCI-60 drug combinations with 297,098 pairs across 59 cell lines. Task: Regression. Given two drug SMILES strings and cell line genomic features, predict the synergy score measuring deviation from expected non-interaction effect. (1) Drug 1: C1CCC(C1)C(CC#N)N2C=C(C=N2)C3=C4C=CNC4=NC=N3. Drug 2: C1C(C(OC1N2C=NC3=C(N=C(N=C32)Cl)N)CO)O. Cell line: T-47D. Synergy scores: CSS=-6.09, Synergy_ZIP=2.57, Synergy_Bliss=3.58, Synergy_Loewe=-2.36, Synergy_HSA=-1.70. (2) Drug 1: C1=CC(=C2C(=C1NCCNCCO)C(=O)C3=C(C=CC(=C3C2=O)O)O)NCCNCCO. Drug 2: CC1=C(C(CCC1)(C)C)C=CC(=CC=CC(=CC(=O)O)C)C. Cell line: T-47D. Synergy scores: CSS=29.8, Synergy_ZIP=-10.3, Synergy_Bliss=-4.38, Synergy_Loewe=-3.11, Synergy_HSA=-0.0861. (3) Drug 1: C1=CC(=C2C(=C1NCCNCCO)C(=O)C3=C(C=CC(=C3C2=O)O)O)NCCNCCO. Drug 2: C(=O)(N)NO. Cell line: HS 578T. Synergy scores: CSS=41.1, Synergy_ZIP=10.7, Synergy_Bliss=11.0, Synergy_Loewe=-16.8, Synergy_HSA=8.94. (4) Drug 1: CS(=O)(=O)C1=CC(=C(C=C1)C(=O)NC2=CC(=C(C=C2)Cl)C3=CC=CC=N3)Cl. Drug 2: C(=O)(N)NO. Cell line: CAKI-1. Synergy scores: CSS=8.51, Synergy_ZIP=-5.15, Synergy_Bliss=-5.39, Synergy_Loewe=-5.12, Synergy_HSA=-3.96. (5) Drug 1: CN(C)N=NC1=C(NC=N1)C(=O)N. Drug 2: CC1=C(C=C(C=C1)NC(=O)C2=CC=C(C=C2)CN3CCN(CC3)C)NC4=NC=CC(=N4)C5=CN=CC=C5. Cell line: IGROV1. Synergy scores: CSS=7.18, Synergy_ZIP=-3.10, Synergy_Bliss=-0.200, Synergy_Loewe=-3.68, Synergy_HSA=-1.42. (6) Drug 1: CC1OCC2C(O1)C(C(C(O2)OC3C4COC(=O)C4C(C5=CC6=C(C=C35)OCO6)C7=CC(=C(C(=C7)OC)O)OC)O)O. Cell line: K-562. Synergy scores: CSS=51.9, Synergy_ZIP=-0.682, Synergy_Bliss=1.87, Synergy_Loewe=0.453, Synergy_HSA=6.26. Drug 2: C1CC(C1)(C(=O)O)C(=O)O.[NH2-].[NH2-].[Pt+2].